This data is from Catalyst prediction with 721,799 reactions and 888 catalyst types from USPTO. The task is: Predict which catalyst facilitates the given reaction. Reactant: [CH2:1]([O:8][C:9](=[O:24])[C@@H:10]([NH:16][C:17]([O:19][C:20]([CH3:23])([CH3:22])[CH3:21])=[O:18])[CH2:11][CH2:12][C:13]([OH:15])=[O:14])[C:2]1[CH:7]=[CH:6][CH:5]=[CH:4][CH:3]=1.[C:25](=O)([O-])[O-].[K+].[K+].CI. Product: [CH3:25][O:14][C:13](=[O:15])[CH2:12][CH2:11][C@H:10]([NH:16][C:17]([O:19][C:20]([CH3:21])([CH3:23])[CH3:22])=[O:18])[C:9]([O:8][CH2:1][C:2]1[CH:7]=[CH:6][CH:5]=[CH:4][CH:3]=1)=[O:24]. The catalyst class is: 3.